The task is: Predict the product of the given reaction.. This data is from Forward reaction prediction with 1.9M reactions from USPTO patents (1976-2016). Given the reactants [F:1][C:2]1([F:56])[C:6]2[N:7]([CH2:14][C:15]([NH:17][C@H:18]([C:28]3[C:33]([C:34]4[CH:35]=[CH:36][CH:37]=[C:38]5[C:42]=4[N:41](C)[N:40]=[C:39]5[NH:44]S(C)(=O)=O)=[CH:32][CH:31]=[C:30]([C:49]#[C:50][C:51]([OH:54])([CH3:53])[CH3:52])[N:29]=3)[CH2:19][C:20]3[CH:25]=[C:24]([F:26])[CH:23]=[C:22]([F:27])[CH:21]=3)=[O:16])[N:8]=[C:9]([C:10]([F:13])([F:12])[F:11])[C:5]=2[C@H:4]2[CH2:55][C@@H:3]12.CC1(C)C(C)(C)OB(C2C=C3C(=CC=2)NN=C3N)O1.FC1(F)C2N(CC(O)=O)N=C(C(F)(F)F)C=2[C@H]2C[C@@H]12, predict the reaction product. The product is: [NH2:44][C:39]1[C:38]2[C:37](=[CH:36][CH:35]=[C:34]([C:33]3[C:28]([C@@H:18]([NH:17][C:15](=[O:16])[CH2:14][N:7]4[C:6]5[C:2]([F:56])([F:1])[C@@H:3]6[CH2:55][C@@H:4]6[C:5]=5[C:9]([C:10]([F:11])([F:13])[F:12])=[N:8]4)[CH2:19][C:20]4[CH:25]=[C:24]([F:26])[CH:23]=[C:22]([F:27])[CH:21]=4)=[N:29][C:30]([C:49]#[C:50][C:51]([OH:54])([CH3:53])[CH3:52])=[CH:31][CH:32]=3)[CH:42]=2)[NH:41][N:40]=1.